From a dataset of Catalyst prediction with 721,799 reactions and 888 catalyst types from USPTO. Predict which catalyst facilitates the given reaction. (1) Reactant: [C:1]([NH:4][C:5]1[S:20][C:8]2[CH2:9][N:10](C(OC(C)(C)C)=O)[CH2:11][CH2:12][C:7]=2[CH:6]=1)(=[O:3])[CH3:2].[F:21][C:22]([F:27])([F:26])[C:23]([OH:25])=[O:24]. Product: [F:21][C:22]([F:27])([F:26])[C:23]([O-:25])=[O:24].[C:1]([NH:4][C:5]1[S:20][C:8]2[CH2:9][NH2+:10][CH2:11][CH2:12][C:7]=2[CH:6]=1)(=[O:3])[CH3:2]. The catalyst class is: 4. (2) Reactant: [Cl:1][C:2]1[C:9]([F:10])=[CH:8][CH:7]=[C:6]([N:11]2[CH:15]=[C:14]([CH3:16])[N:13]=[CH:12]2)[C:3]=1[C:4]#[N:5].[CH3:17][N+:18]([CH3:20])=[CH2:19].[I-]. Product: [Cl:1][C:2]1[C:9]([F:10])=[CH:8][CH:7]=[C:6]([N:11]2[C:15]([CH2:17][N:18]([CH3:20])[CH3:19])=[C:14]([CH3:16])[N:13]=[CH:12]2)[C:3]=1[C:4]#[N:5]. The catalyst class is: 3. (3) Reactant: CCN(C(C)C)C(C)C.[CH3:10][O:11][C:12]1[CH:13]=[CH:14][CH:15]=[C:16]2[C:21]=1[O:20][C:19](=[O:22])[C:18]([C:23]([OH:25])=O)=[CH:17]2.CN(C(ON1N=NC2C=CC=NC1=2)=[N+](C)C)C.F[P-](F)(F)(F)(F)F.[N:50]1[CH:55]=[CH:54][C:53]([NH2:56])=[N:52][CH:51]=1. Product: [N:50]1[CH:55]=[CH:54][C:53]([NH:56][C:23]([C:18]2[C:19](=[O:22])[O:20][C:21]3[C:16]([CH:17]=2)=[CH:15][CH:14]=[CH:13][C:12]=3[O:11][CH3:10])=[O:25])=[N:52][CH:51]=1. The catalyst class is: 9. (4) Reactant: [Cl:1][C:2]1[CH:3]=[C:4]([CH:7]=[CH:8][C:9]=1[O:10][CH:11]([CH3:13])[CH3:12])[C:5]#[N:6].[NH2:14][C:15]1[CH:23]=[CH:22][C:18]([C:19](O)=[O:20])=[CH:17][CH:16]=1.C(O)(=O)C1C=C[N:28]=CC=1.S(Cl)(Cl)=O. Product: [Cl:1][C:2]1[CH:3]=[C:4]([C:5]2[N:28]=[C:19]([C:18]3[CH:22]=[CH:23][C:15]([NH2:14])=[CH:16][CH:17]=3)[O:20][N:6]=2)[CH:7]=[CH:8][C:9]=1[O:10][CH:11]([CH3:13])[CH3:12]. The catalyst class is: 3. (5) Reactant: NC1C=C(C=CC=1)OC1C(F)=C(O[C:14]2[CH:24]=[CH:23][C:17]([C:18]([O:20][CH2:21][CH3:22])=[O:19])=[CH:16][C:15]=2OC)C(F)=C(OC2C=C(C#N)C=C(OC)C=2C2C=CC=CC=2)N=1.N#CN.Cl. Product: [C:18]([O:20][CH2:21][CH3:22])(=[O:19])[C:17]1[CH:23]=[CH:24][CH:14]=[CH:15][CH:16]=1. The catalyst class is: 8.